The task is: Predict which catalyst facilitates the given reaction.. This data is from Catalyst prediction with 721,799 reactions and 888 catalyst types from USPTO. (1) Product: [F:38][C:2]([F:37])([F:1])[C:3]1[CH:4]=[C:5]([CH:30]=[C:31]([C:33]([F:36])([F:34])[F:35])[CH:32]=1)[CH2:6][N:7]([C:24]1[N:25]=[N:26][N:27]([CH3:29])[N:28]=1)[C@H:8]1[CH2:14][CH2:13][CH2:12][N:11]([CH2:40][C:41]#[N:42])[C:10]2[CH:15]=[C:16]([C:20]([F:21])([F:22])[F:23])[C:17]([CH3:19])=[CH:18][C:9]1=2. The catalyst class is: 255. Reactant: [F:1][C:2]([F:38])([F:37])[C:3]1[CH:4]=[C:5]([CH:30]=[C:31]([C:33]([F:36])([F:35])[F:34])[CH:32]=1)[CH2:6][N:7]([C:24]1[N:25]=[N:26][N:27]([CH3:29])[N:28]=1)[C@H:8]1[CH2:14][CH2:13][CH2:12][NH:11][C:10]2[CH:15]=[C:16]([C:20]([F:23])([F:22])[F:21])[C:17]([CH3:19])=[CH:18][C:9]1=2.Br[CH2:40][C:41]#[N:42].C(=O)([O-])[O-].[Cs+].[Cs+]. (2) Reactant: [O:1]=[C:2]1[CH2:6][CH2:5][C@H:4]([C:7]([O:9][CH2:10][C:11]2[CH:16]=[CH:15][CH:14]=[CH:13][CH:12]=2)=[O:8])[CH2:3]1.[BH4-].[Na+].C(O)(=O)C. Product: [OH:1][CH:2]1[CH2:6][CH2:5][C@H:4]([C:7]([O:9][CH2:10][C:11]2[CH:12]=[CH:13][CH:14]=[CH:15][CH:16]=2)=[O:8])[CH2:3]1.[OH:1][C@@H:2]1[CH2:6][CH2:5][C@H:4]([C:7]([O:9][CH2:10][C:11]2[CH:12]=[CH:13][CH:14]=[CH:15][CH:16]=2)=[O:8])[CH2:3]1. The catalyst class is: 5. (3) Reactant: [NH2:1][C:2]1[CH:7]=[CH:6][C:5]([C:8]2[CH:13]=[CH:12][CH:11]=[C:10]([N+:14]([O-:16])=[O:15])[CH:9]=2)=[CH:4][C:3]=1[OH:17].[C:18](N1C=CN=C1)(N1C=CN=C1)=[O:19]. Product: [N+:14]([C:10]1[CH:9]=[C:8]([C:5]2[CH:6]=[CH:7][C:2]3[NH:1][C:18](=[O:19])[O:17][C:3]=3[CH:4]=2)[CH:13]=[CH:12][CH:11]=1)([O-:16])=[O:15]. The catalyst class is: 1. (4) The catalyst class is: 12. Reactant: C[O:2][C:3](=[O:14])[C:4]1[CH:9]=[C:8]([CH2:10]Br)[CH:7]=[CH:6][C:5]=1[CH2:12]Br.C(=O)([O-])[O-:16].[Ca+2].Cl. Product: [OH:16][CH2:10][C:8]1[CH:9]=[C:4]2[C:5]([CH2:12][O:2][C:3]2=[O:14])=[CH:6][CH:7]=1. (5) Reactant: [C:1]([NH:8][C:9]1[CH:10]=[N:11][CH:12]=[CH:13][C:14]=1[C:15]1[CH:20]=[CH:19][CH:18]=[CH:17][C:16]=1[CH3:21])(OC(C)(C)C)=O.[H-].[H-].[H-].[H-].[Li+].[Al+3].[O-]S([O-])(=O)=O.[Na+].[Na+]. The catalyst class is: 1. Product: [CH3:1][NH:8][C:9]1[CH:10]=[N:11][CH:12]=[CH:13][C:14]=1[C:15]1[CH:20]=[CH:19][CH:18]=[CH:17][C:16]=1[CH3:21].